Dataset: Full USPTO retrosynthesis dataset with 1.9M reactions from patents (1976-2016). Task: Predict the reactants needed to synthesize the given product. (1) Given the product [CH2:1]([O:3][C:4]([C:6]1[CH:11]=[CH:10][CH:9]=[C:8]([S:12][C:13]2[C:21]3[C:16](=[C:17]([F:23])[C:18]([Cl:22])=[CH:19][CH:20]=3)[N:15]([C:26]3[CH:27]=[N:28][N:29]([CH:31]([CH3:33])[CH3:32])[CH:30]=3)[C:14]=2[CH3:24])[N:7]=1)=[O:5])[CH3:2], predict the reactants needed to synthesize it. The reactants are: [CH2:1]([O:3][C:4]([C:6]1[CH:11]=[CH:10][CH:9]=[C:8]([S:12][C:13]2[C:21]3[C:16](=[C:17]([F:23])[C:18]([Cl:22])=[CH:19][CH:20]=3)[NH:15][C:14]=2[CH3:24])[N:7]=1)=[O:5])[CH3:2].Br[C:26]1[CH:27]=[N:28][N:29]([CH:31]([CH3:33])[CH3:32])[CH:30]=1. (2) Given the product [CH2:8]([C:10]1[CH:11]=[CH:12][C:13]([CH:16]2[CH2:21][N:20]([C:22]([N:24]3[CH2:25][CH2:26][CH2:27][CH2:28]3)=[O:23])[CH2:19][CH:18]([NH:29][C:34](=[O:35])[C:33]3[CH:37]=[CH:38][CH:39]=[C:31]([F:30])[CH:32]=3)[CH2:17]2)=[CH:14][CH:15]=1)[CH3:9], predict the reactants needed to synthesize it. The reactants are: FC(F)(F)C(O)=O.[CH2:8]([C:10]1[CH:15]=[CH:14][C:13]([CH:16]2[CH2:21][N:20]([C:22]([N:24]3[CH2:28][CH2:27][CH2:26][CH2:25]3)=[O:23])[CH2:19][CH:18]([NH2:29])[CH2:17]2)=[CH:12][CH:11]=1)[CH3:9].[F:30][C:31]1[CH:32]=[C:33]([CH:37]=[CH:38][CH:39]=1)[C:34](O)=[O:35]. (3) The reactants are: [Cl:1][C:2]1[N:7]=[C:6]([OH:8])[C:5]([N+:9]([O-])=O)=[CH:4][N:3]=1. Given the product [NH2:9][C:5]1[C:6]([OH:8])=[N:7][C:2]([Cl:1])=[N:3][CH:4]=1, predict the reactants needed to synthesize it. (4) The reactants are: [OH:1][CH:2]1[C:30]2[C:25](=[CH:26][CH:27]=[CH:28][CH:29]=2)[O:24][C:4]2([CH2:9][CH2:8][N:7]([C:10]([C:12]3[CH:17]=[CH:16][C:15]([O:18][CH:19]([CH3:21])[CH3:20])=[C:14]([O:22][CH3:23])[CH:13]=3)=[O:11])[CH2:6][CH2:5]2)[C:3]1([CH3:32])[CH3:31].[CH3:33][CH:34](O)[CH3:35].Cl. Given the product [CH:34]([O:1][CH:2]1[C:30]2[C:25](=[CH:26][CH:27]=[CH:28][CH:29]=2)[O:24][C:4]2([CH2:5][CH2:6][N:7]([C:10]([C:12]3[CH:17]=[CH:16][C:15]([O:18][CH:19]([CH3:20])[CH3:21])=[C:14]([O:22][CH3:23])[CH:13]=3)=[O:11])[CH2:8][CH2:9]2)[C:3]1([CH3:32])[CH3:31])([CH3:35])[CH3:33], predict the reactants needed to synthesize it. (5) Given the product [C:14]([O:18][C:19]([N:21]1[CH2:25][C@@H:24]([CH3:26])[CH2:23][C@H:22]1[C:27](=[O:28])[NH:12][C:8]1[C:9]2[C:4](=[CH:3][C:2]([Br:1])=[CH:11][CH:10]=2)[CH:5]=[CH:6][C:7]=1[NH2:13])=[O:20])([CH3:16])([CH3:17])[CH3:15], predict the reactants needed to synthesize it. The reactants are: [Br:1][C:2]1[CH:11]=[CH:10][C:9]2[C:4](=[CH:5][CH:6]=[C:7]([NH2:13])[C:8]=2[NH2:12])[CH:3]=1.[C:14]([O:18][C:19]([N:21]1[CH2:25][C@@H:24]([CH3:26])[CH2:23][C@H:22]1[C:27](O)=[O:28])=[O:20])([CH3:17])([CH3:16])[CH3:15].CCN(C(C)C)C(C)C.CN(C(ON1N=NC2C=CC=NC1=2)=[N+](C)C)C.F[P-](F)(F)(F)(F)F. (6) The reactants are: [Br:1][C:2]1[N:3]([CH:17]2[CH2:19][CH2:18]2)[C:4]([C:12]([O:14][CH2:15][CH3:16])=[O:13])=[C:5]([C:7](OCC)=[O:8])[N:6]=1.CC(C[AlH]CC(C)C)C. Given the product [Br:1][C:2]1[N:3]([CH:17]2[CH2:18][CH2:19]2)[C:4]([C:12]([O:14][CH2:15][CH3:16])=[O:13])=[C:5]([CH:7]=[O:8])[N:6]=1, predict the reactants needed to synthesize it. (7) Given the product [CH3:9][O:10][C:11]1[CH:12]=[CH:13][C:14]([C@@H:17]2[N:21]3[C:22](=[O:26])[C@:23]4([CH3:2])[CH2:25][C@@H:24]4[C@H:20]3[CH2:19][O:18]2)=[CH:15][CH:16]=1, predict the reactants needed to synthesize it. The reactants are: [Li+].[CH3:2]C([N-]C(C)C)C.[CH3:9][O:10][C:11]1[CH:16]=[CH:15][C:14]([C@@H:17]2[N:21]3[C:22](=[O:26])[C@@H:23]4[CH2:25][C@@H:24]4[C@H:20]3[CH2:19][O:18]2)=[CH:13][CH:12]=1.IC.C([O-])(O)=O.[Na+].